Task: Predict the reaction yield, written as a fraction of the theoretical maximum amount of product (1.0 means a 100% yield; for example, 0.34 means a 34% yield).. Dataset: Reaction yield outcomes from USPTO patents with 853,638 reactions (1) The reactants are [CH3:1][S:2]([C:30]1[CH:35]=[CH:34][C:33]([CH2:36][CH2:37][C:38]([OH:40])=[O:39])=[CH:32][CH:31]=1)(=[N:4][C:5]([C:7]1[CH:8]=[N:9][CH:10]=[C:11]([C:13]#[C:14][C:15]2[CH:20]=[CH:19][CH:18]=[C:17]([NH:21][C:22]([C:24]3[O:25][CH:26]=[CH:27][C:28]=3[CH3:29])=[O:23])[CH:16]=2)[CH:12]=1)=[O:6])=[O:3].CCN=C=NCCCN(C)C.[CH2:52](O)[CH2:53][OH:54]. The catalyst is CN(C=O)C.CN(C1C=CN=CC=1)C.CCOC(C)=O. The product is [CH3:1][S:2]([C:30]1[CH:35]=[CH:34][C:33]([CH2:36][CH2:37][C:38]([O:40][CH2:52][CH2:53][OH:54])=[O:39])=[CH:32][CH:31]=1)(=[N:4][C:5]([C:7]1[CH:8]=[N:9][CH:10]=[C:11]([C:13]#[C:14][C:15]2[CH:20]=[CH:19][CH:18]=[C:17]([NH:21][C:22]([C:24]3[O:25][CH:26]=[CH:27][C:28]=3[CH3:29])=[O:23])[CH:16]=2)[CH:12]=1)=[O:6])=[O:3]. The yield is 0.770. (2) The catalyst is N1C=CC=CC=1. The yield is 0.940. The reactants are [O:1]1[C:5]2=[CH:6][N:7]=[C:8]([CH2:10][OH:11])[CH:9]=[C:4]2[CH:3]=[CH:2]1.[C:12](OC(=O)C)(=[O:14])[CH3:13]. The product is [C:12]([O:11][CH2:10][C:8]1[CH:9]=[C:4]2[CH:3]=[CH:2][O:1][C:5]2=[CH:6][N:7]=1)(=[O:14])[CH3:13]. (3) The reactants are F[C:2]1[CH:7]=[CH:6][CH:5]=[CH:4][N:3]=1.[CH:8]1([C:12]#[N:13])[CH2:11][CH2:10][CH2:9]1.C[Si]([N-][Si](C)(C)C)(C)C.[Na+].C1COCC1. The catalyst is C1(C)C=CC=CC=1.[NH4+].[Cl-].C(Cl)Cl. The product is [N:3]1[CH:4]=[CH:5][CH:6]=[CH:7][C:2]=1[C:8]1([C:12]#[N:13])[CH2:11][CH2:10][CH2:9]1. The yield is 0.800. (4) The yield is 0.820. The reactants are [CH2:1]([O:3][C:4]([C:6]1([C:9]2[CH:14]=[CH:13][C:12]([C:15]3[CH:20]=[CH:19][C:18]([C:21]4[S:22][C:23]([F:29])=CC=4C(O)=O)=[CH:17][CH:16]=3)=[CH:11][CH:10]=2)[CH2:8][CH2:7]1)=[O:5])[CH3:2].C([N:32]([CH2:35][CH3:36])[CH2:33]C)C.C1(P(N=[N+]=[N-])(C2C=CC=CC=2)=[O:44])C=CC=CC=1.[Cl:54][C:55]1[CH:60]=[C:59]([F:61])[CH:58]=[CH:57][C:56]=1[C@H:62]([OH:64])[CH3:63]. The product is [CH2:1]([O:3][C:4]([C:6]1([C:9]2[CH:14]=[CH:13][C:12]([C:15]3[CH:16]=[CH:17][C:18]([C:21]4[S:22][C:23]([F:29])=[CH:36][C:35]=4[NH:32][C:33]([O:64][C@@H:62]([C:56]4[CH:57]=[CH:58][C:59]([F:61])=[CH:60][C:55]=4[Cl:54])[CH3:63])=[O:44])=[CH:19][CH:20]=3)=[CH:11][CH:10]=2)[CH2:8][CH2:7]1)=[O:5])[CH3:2]. The catalyst is C(OCC)(=O)C.O.C1(C)C=CC=CC=1. (5) The reactants are [CH2:1]([O:3][C:4]([C:6]1[CH:7]=[N:8][NH:9][CH:10]=1)=[O:5])[CH3:2].[NH:11]1[C:19]2[C:14](=[CH:15][C:16](B(O)O)=[CH:17][CH:18]=2)[CH:13]=[CH:12]1.C([O-])(=O)C.N1C=CC=CC=1. The catalyst is CN(C)C=O. The product is [CH2:1]([O:3][C:4]([C:6]1[CH:7]=[N:8][N:9]([C:16]2[CH:15]=[C:14]3[C:19](=[CH:18][CH:17]=2)[NH:11][CH:12]=[CH:13]3)[CH:10]=1)=[O:5])[CH3:2]. The yield is 0.770. (6) The reactants are [NH2:1][C:2]1[CH:7]=[CH:6][C:5]([CH:8]([CH2:17][CH:18]2[CH2:22][CH2:21][CH2:20][CH2:19]2)[C:9]([NH:11][C:12]2[S:13][CH:14]=[CH:15][N:16]=2)=[O:10])=[CH:4][CH:3]=1.C(N(CC)C(C)C)(C)C.[C:32](Cl)(=[O:39])[C:33]1[CH:38]=[CH:37][N:36]=[CH:35][CH:34]=1. The catalyst is O1CCCC1. The product is [CH:18]1([CH2:17][CH:8]([C:5]2[CH:4]=[CH:3][C:2]([NH:1][C:32](=[O:39])[C:33]3[CH:38]=[CH:37][N:36]=[CH:35][CH:34]=3)=[CH:7][CH:6]=2)[C:9](=[O:10])[NH:11][C:12]2[S:13][CH:14]=[CH:15][N:16]=2)[CH2:22][CH2:21][CH2:20][CH2:19]1. The yield is 0.779. (7) The reactants are [O:1]=[C:2]1[CH2:7][CH2:6][N:5]([C:8]([O:10][CH2:11][C:12]2[CH:17]=[CH:16][CH:15]=[CH:14][CH:13]=2)=[O:9])[CH2:4][CH2:3]1.[CH2:18]([O:25][C:26]1[CH:31]=[CH:30][C:29](Br)=[CH:28][C:27]=1[F:33])[C:19]1[CH:24]=[CH:23][CH:22]=[CH:21][CH:20]=1. No catalyst specified. The product is [CH2:18]([O:25][C:26]1[CH:31]=[CH:30][C:29]([C:2]2([OH:1])[CH2:3][CH2:4][N:5]([C:8]([O:10][CH2:11][C:12]3[CH:17]=[CH:16][CH:15]=[CH:14][CH:13]=3)=[O:9])[CH2:6][CH2:7]2)=[CH:28][C:27]=1[F:33])[C:19]1[CH:20]=[CH:21][CH:22]=[CH:23][CH:24]=1. The yield is 0.570.